From a dataset of Full USPTO retrosynthesis dataset with 1.9M reactions from patents (1976-2016). Predict the reactants needed to synthesize the given product. (1) Given the product [CH:1]1([N:6]2[C:7]3[C:8](=[CH:9][C:10]([C:11]([O:13][CH3:14])=[O:12])=[CH:15][CH:16]=3)[C:28]([CH3:29])=[C:27]2[Si:26]([CH3:31])([CH3:30])[CH3:25])[CH2:5][CH2:4][CH2:3][CH2:2]1, predict the reactants needed to synthesize it. The reactants are: [CH:1]1([NH:6][C:7]2[CH:16]=[CH:15][C:10]([C:11]([O:13][CH3:14])=[O:12])=[CH:9][C:8]=2I)[CH2:5][CH2:4][CH2:3][CH2:2]1.[Cl-].[Li+].C([O-])(=O)C.[K+].[CH3:25][Si:26]([CH3:31])([CH3:30])[C:27]#[C:28][CH3:29].[Cl-].[NH4+]. (2) Given the product [NH2:2][CH2:1][C:3]1[C:4]([CH3:31])=[C:5]([C:9]2[CH:14]=[CH:13][CH:12]=[C:11]([CH2:15][O:16][C:17]3[CH:22]=[CH:21][CH:20]=[CH:19][C:18]=3[CH2:23][C:24]([O:26][C:27]([CH3:29])([CH3:28])[CH3:30])=[O:25])[CH:10]=2)[CH:6]=[CH:7][CH:8]=1, predict the reactants needed to synthesize it. The reactants are: [C:1]([C:3]1[C:4]([CH3:31])=[C:5]([C:9]2[CH:14]=[CH:13][CH:12]=[C:11]([CH2:15][O:16][C:17]3[CH:22]=[CH:21][CH:20]=[CH:19][C:18]=3[CH2:23][C:24]([O:26][C:27]([CH3:30])([CH3:29])[CH3:28])=[O:25])[CH:10]=2)[CH:6]=[CH:7][CH:8]=1)#[N:2].[BH4-].[Na+].CO.